Dataset: Forward reaction prediction with 1.9M reactions from USPTO patents (1976-2016). Task: Predict the product of the given reaction. (1) Given the reactants [C:1]1([N:7]2[C:19]3[CH:18]=[CH:17][C:16]([C:20]([O:22]CC)=O)=[CH:15][C:14]=3[C:13]3[C:8]2=[CH:9][CH:10]=[CH:11][CH:12]=3)[CH:6]=[CH:5][CH:4]=[CH:3][CH:2]=1.O.[NH2:26][NH2:27].C(O)C, predict the reaction product. The product is: [C:1]1([N:7]2[C:19]3[CH:18]=[CH:17][C:16]([C:20]([NH:26][NH2:27])=[O:22])=[CH:15][C:14]=3[C:13]3[C:8]2=[CH:9][CH:10]=[CH:11][CH:12]=3)[CH:6]=[CH:5][CH:4]=[CH:3][CH:2]=1. (2) Given the reactants [NH2:1][C:2]1[CH:3]=[C:4]([CH:20]=[CH:21][C:22]=1[C:23]([F:26])([F:25])[F:24])[C:5]([NH:7][C:8]1[CH:13]=[CH:12][C:11]([C:14]2[CH:19]=[CH:18][CH:17]=[CH:16][CH:15]=2)=[CH:10][CH:9]=1)=[O:6].[Cl:27][CH:28]([CH3:32])[C:29](Cl)=[O:30], predict the reaction product. The product is: [C:11]1([C:14]2[CH:19]=[CH:18][CH:17]=[CH:16][CH:15]=2)[CH:10]=[CH:9][C:8]([NH:7][C:5](=[O:6])[C:4]2[CH:20]=[CH:21][C:22]([C:23]([F:24])([F:25])[F:26])=[C:2]([NH:1][C:29](=[O:30])[CH:28]([Cl:27])[CH3:32])[CH:3]=2)=[CH:13][CH:12]=1. (3) The product is: [F:1][C:2]1[CH:7]=[CH:6][C:5]([C:8]([N:10]2[CH2:15][CH2:14][CH2:13][C@H:12]([O:16][C:26](=[O:27])[NH:25][C:22]3[CH:21]=[CH:20][C:19]([O:18][CH3:17])=[CH:24][CH:23]=3)[CH2:11]2)=[O:9])=[CH:4][CH:3]=1. Given the reactants [F:1][C:2]1[CH:7]=[CH:6][C:5]([C:8]([N:10]2[CH2:15][CH2:14][CH2:13][C@H:12]([OH:16])[CH2:11]2)=[O:9])=[CH:4][CH:3]=1.[CH3:17][O:18][C:19]1[CH:24]=[CH:23][C:22]([N:25]=[C:26]=[O:27])=[CH:21][CH:20]=1, predict the reaction product.